Binary Classification. Given a T-cell receptor sequence (or CDR3 region) and an epitope sequence, predict whether binding occurs between them. From a dataset of TCR-epitope binding with 47,182 pairs between 192 epitopes and 23,139 TCRs. Result: 1 (the TCR binds to the epitope). The TCR CDR3 sequence is CASSPSAGDYEQYF. The epitope is LLWNGPMAV.